Dataset: Forward reaction prediction with 1.9M reactions from USPTO patents (1976-2016). Task: Predict the product of the given reaction. Given the reactants [OH-].[Li+].[F:3][C:4]1[CH:5]=[C:6]([C:10]2[CH:18]=[C:17]3[C:13]([CH2:14][CH2:15][CH:16]3[NH:19][C:20]3[CH:21]=[C:22]([CH:31]=[CH:32][CH:33]=3)[O:23][CH2:24][C:25]([O:27]C(C)C)=[O:26])=[CH:12][CH:11]=2)[CH:7]=[CH:8][CH:9]=1, predict the reaction product. The product is: [F:3][C:4]1[CH:5]=[C:6]([C:10]2[CH:18]=[C:17]3[C:13]([CH2:14][CH2:15][CH:16]3[NH:19][C:20]3[CH:21]=[C:22]([CH:31]=[CH:32][CH:33]=3)[O:23][CH2:24][C:25]([OH:27])=[O:26])=[CH:12][CH:11]=2)[CH:7]=[CH:8][CH:9]=1.